From a dataset of Forward reaction prediction with 1.9M reactions from USPTO patents (1976-2016). Predict the product of the given reaction. (1) Given the reactants [C:1]([O:5][C:6]([N:8]1[CH2:13][CH2:12][N:11]([C:14]2[CH:15]=[CH:16][C:17]([CH3:30])=[C:18]3[C:23]=2[O:22][C:21]([C:24]([O:26]CC)=[O:25])=[CH:20][C:19]3=[O:29])[CH2:10][CH2:9]1)=[O:7])([CH3:4])([CH3:3])[CH3:2].O[Li].O, predict the reaction product. The product is: [C:1]([O:5][C:6]([N:8]1[CH2:13][CH2:12][N:11]([C:14]2[CH:15]=[CH:16][C:17]([CH3:30])=[C:18]3[C:23]=2[O:22][C:21]([C:24]([OH:26])=[O:25])=[CH:20][C:19]3=[O:29])[CH2:10][CH2:9]1)=[O:7])([CH3:4])([CH3:3])[CH3:2]. (2) Given the reactants [CH2:1]([C:3]1[S:28][C:6]2[N:7]([CH2:13][C:14]3[CH:19]=[CH:18][C:17]([C:20]4[C:21]([C:26]#[N:27])=[CH:22][CH:23]=[CH:24][CH:25]=4)=[CH:16][CH:15]=3)[C:8](=[O:12])[NH:9][C:10](=[O:11])[C:5]=2[CH:4]=1)[CH3:2].Br[CH2:30][C:31]([C:33]1[CH:38]=[CH:37][C:36]([CH2:39][CH3:40])=[CH:35][CH:34]=1)=[O:32].CN(C)C=O.[H-].[Na+], predict the reaction product. The product is: [CH2:1]([C:3]1[S:28][C:6]2[N:7]([CH2:13][C:14]3[CH:19]=[CH:18][C:17]([C:20]4[C:21]([C:26]#[N:27])=[CH:22][CH:23]=[CH:24][CH:25]=4)=[CH:16][CH:15]=3)[C:8](=[O:12])[N:9]([CH2:30][C:31]([C:33]3[CH:38]=[CH:37][C:36]([CH2:39][CH3:40])=[CH:35][CH:34]=3)=[O:32])[C:10](=[O:11])[C:5]=2[CH:4]=1)[CH3:2]. (3) Given the reactants [NH:1]1[C:5]2=[N:6][CH:7]=[CH:8][C:9]([C:10]3[CH:11]=[C:12]([C:16]([CH3:20])([CH3:19])[C:17]#[N:18])[CH:13]=[CH:14][CH:15]=3)=[C:4]2[CH:3]=[N:2]1.[H-].[Al+3].[Li+].[H-].[H-].[H-], predict the reaction product. The product is: [NH:1]1[C:5]2=[N:6][CH:7]=[CH:8][C:9]([C:10]3[CH:11]=[C:12]([C:16]([CH3:20])([CH3:19])[CH2:17][NH2:18])[CH:13]=[CH:14][CH:15]=3)=[C:4]2[CH:3]=[N:2]1. (4) Given the reactants [P:1]([O-:5])([O-:4])([OH:3])=[O:2].[K+:6].[K+], predict the reaction product. The product is: [P:1]([O-:5])([OH:4])([OH:3])=[O:2].[K+:6].[P:1]([O-:5])([O-:4])([O-:3])=[O:2]. (5) Given the reactants [NH2:1][C:2]1[C:3]([NH:12][CH3:13])=[C:4]([CH:9]=[CH:10][CH:11]=1)[C:5]([NH:7][CH3:8])=[O:6].CN(C=O)C.OOS([O-])=O.[K+].[CH:25](=O)[C:26]1[CH:31]=[CH:30][CH:29]=[N:28][CH:27]=1, predict the reaction product. The product is: [CH3:8][NH:7][C:5]([C:4]1[C:3]2[N:12]([CH3:13])[C:25]([C:26]3[CH:27]=[N:28][CH:29]=[CH:30][CH:31]=3)=[N:1][C:2]=2[CH:11]=[CH:10][CH:9]=1)=[O:6]. (6) Given the reactants [BrH:1].N1C=CC=CC=1.[O:8]1[C:12]2[CH:13]=[CH:14][CH:15]=[CH:16][C:11]=2[CH:10]=[C:9]1[C:17]([CH3:19])=[O:18], predict the reaction product. The product is: [O:8]1[C:12]2[CH:13]=[CH:14][CH:15]=[CH:16][C:11]=2[CH:10]=[C:9]1[C:17](=[O:18])[CH2:19][Br:1].